From a dataset of Reaction yield outcomes from USPTO patents with 853,638 reactions. Predict the reaction yield, written as a fraction of the theoretical maximum amount of product (1.0 means a 100% yield; for example, 0.34 means a 34% yield). (1) The reactants are ClC1C=CC2CCN(C(=O)C(F)(F)F)CCC=2C=1OS(C(F)(F)F)(=O)=O.CC1(CCCN)OCCO1.C1(P(C2C=CC=CC=2)C2C=CC3C(=CC=CC=3)C=2C2C3C(=CC=CC=3)C=CC=2P(C2C=CC=CC=2)C2C=CC=CC=2)C=CC=CC=1.C(=O)([O-])[O-].[Cs+].[Cs+].[Cl:89][C:90]1[CH:106]=[CH:105][C:93]2[CH2:94][CH2:95][N:96]([C:99](=[O:104])[C:100]([F:103])([F:102])[F:101])[CH2:97][CH2:98][C:92]=2[C:91]=1[NH:107][CH2:108][CH2:109][CH2:110][C:111]1([CH3:116])OCCO1.Cl.C([BH3-])#N.[Na+]. The catalyst is C1(C)C=CC=CC=1.CCOC(C)=O.C(Cl)Cl.C(OCC)C.C1C=CC(/C=C/C(/C=C/C2C=CC=CC=2)=O)=CC=1.C1C=CC(/C=C/C(/C=C/C2C=CC=CC=2)=O)=CC=1.C1C=CC(/C=C/C(/C=C/C2C=CC=CC=2)=O)=CC=1.[Pd].[Pd].CO. The product is [Cl:89][C:90]1[CH:106]=[CH:105][C:93]2[CH2:94][CH2:95][N:96]([C:99](=[O:104])[C:100]([F:101])([F:103])[F:102])[CH2:97][CH2:98][C:92]=2[C:91]=1[N:107]1[CH2:108][CH2:109][CH2:110][CH:111]1[CH3:116]. The yield is 0.810. (2) The reactants are [CH2:1]([S:3]([N:6]1[CH2:11][CH2:10][CH:9]([C:12]2[C:20]3[C:15](=[C:16]([C:29]([NH2:31])=[O:30])[CH:17]=[C:18]([C:21]4[CH:26]=[CH:25][CH:24]=[C:23]([CH:27]=O)[CH:22]=4)[CH:19]=3)[NH:14][CH:13]=2)[CH2:8][CH2:7]1)(=[O:5])=[O:4])[CH3:2].[CH3:32][NH:33][CH2:34][CH2:35][S:36]([CH3:39])(=[O:38])=[O:37].[BH-](OC(C)=O)(OC(C)=O)OC(C)=O.[Na+]. No catalyst specified. The product is [CH2:1]([S:3]([N:6]1[CH2:11][CH2:10][CH:9]([C:12]2[C:20]3[C:15](=[C:16]([C:29]([NH2:31])=[O:30])[CH:17]=[C:18]([C:21]4[CH:26]=[CH:25][CH:24]=[C:23]([CH2:27][N:33]([CH3:32])[CH2:34][CH2:35][S:36]([CH3:39])(=[O:38])=[O:37])[CH:22]=4)[CH:19]=3)[NH:14][CH:13]=2)[CH2:8][CH2:7]1)(=[O:4])=[O:5])[CH3:2]. The yield is 0.280. (3) The reactants are [CH2:1]([C@H:8]1[CH2:12][O:11][C:10](=[O:13])[N:9]1[C:14](=[O:24])[CH2:15][C:16]1[CH:21]=[CH:20][C:19]([O:22][CH3:23])=[CH:18][CH:17]=1)[C:2]1[CH:7]=[CH:6][CH:5]=[CH:4][CH:3]=1.[CH:25]([N-]C(C)C)(C)C.[Li+].IC. The catalyst is C1COCC1. The product is [CH3:23][O:22][C:19]1[CH:18]=[CH:17][C:16]([C@@H:15]([CH3:25])[C:14]([N:9]2[C@@H:8]([CH2:1][C:2]3[CH:7]=[CH:6][CH:5]=[CH:4][CH:3]=3)[CH2:12][O:11][C:10]2=[O:13])=[O:24])=[CH:21][CH:20]=1. The yield is 0.338. (4) The reactants are [N:1]([CH:4]([C:8]1[N:9]=[C:10]2[CH:16]=[CH:15][N:14]([S:17]([C:20]3[CH:26]=[CH:25][C:23]([CH3:24])=[CH:22][CH:21]=3)(=[O:19])=[O:18])[C:11]2=[N:12][CH:13]=1)[CH2:5][CH:6]=[CH2:7])=[N+]=[N-].C1(P(C2C=CC=CC=2)C2C=CC=CC=2)C=CC=CC=1.[ClH:46].CCOCC. The catalyst is C1COCC1.O.CCOC(C)=O. The yield is 0.620. The product is [ClH:46].[S:17]([N:14]1[C:11]2=[N:12][CH:13]=[C:8]([CH:4]([NH2:1])[CH2:5][CH:6]=[CH2:7])[N:9]=[C:10]2[CH:16]=[CH:15]1)([C:20]1[CH:21]=[CH:22][C:23]([CH3:24])=[CH:25][CH:26]=1)(=[O:18])=[O:19]. (5) The catalyst is ClC(Cl)C. The product is [CH3:12][O:13][C:14]([C:16]1[CH:17]=[C:18]2[C:22](=[CH:23][CH:24]=1)[N:21]([S:25]([C:28]1[CH:33]=[CH:32][CH:31]=[CH:30][CH:29]=1)(=[O:26])=[O:27])[CH:20]=[C:19]2[C:5](=[O:7])[CH3:6])=[O:15]. The reactants are [Cl-].[Al+3].[Cl-].[Cl-].[C:5](OC(=O)C)(=[O:7])[CH3:6].[CH3:12][O:13][C:14]([C:16]1[CH:17]=[C:18]2[C:22](=[CH:23][CH:24]=1)[N:21]([S:25]([C:28]1[CH:33]=[CH:32][CH:31]=[CH:30][CH:29]=1)(=[O:27])=[O:26])[CH:20]=[CH:19]2)=[O:15]. The yield is 0.960. (6) The reactants are [Cl:1][C:2]1[C:3]([O:12][C:13]2[CH:18]=[C:17]([O:19][CH2:20][CH2:21][O:22][CH:23]([CH3:25])[CH3:24])[CH:16]=[CH:15][C:14]=2[CH2:26][CH2:27][C:28](OCC)=[O:29])=[N:4][CH:5]=[C:6]([C:8]([F:11])([F:10])[F:9])[CH:7]=1.[H-].[Al+3].[Li+].[H-].[H-].[H-].O.O.O.O.O.O.O.O.O.O.S([O-])([O-])(=O)=O.[Na+].[Na+]. The catalyst is O1CCCC1. The product is [Cl:1][C:2]1[C:3]([O:12][C:13]2[CH:18]=[C:17]([O:19][CH2:20][CH2:21][O:22][CH:23]([CH3:24])[CH3:25])[CH:16]=[CH:15][C:14]=2[CH2:26][CH2:27][CH2:28][OH:29])=[N:4][CH:5]=[C:6]([C:8]([F:10])([F:9])[F:11])[CH:7]=1. The yield is 0.630. (7) The reactants are [C:1]1([C:7]([C:22]2[CH:27]=[CH:26][CH:25]=[CH:24][CH:23]=2)([C:16]2[CH:21]=[CH:20][CH:19]=[CH:18][CH:17]=2)[O:8][C@@H:9]2[CH2:15][CH2:14][CH2:13][C@@H:12]3[C@H:10]2[O:11]3)[CH:6]=[CH:5][CH:4]=[CH:3][CH:2]=1.[N-:28]=[N+:29]=[N-:30].[Na+]. The catalyst is O.CO.C(Cl)Cl. The product is [N:28]([C@H:12]1[CH2:13][CH2:14][CH2:15][C@@H:9]([O:8][C:7]([C:22]2[CH:27]=[CH:26][CH:25]=[CH:24][CH:23]=2)([C:16]2[CH:21]=[CH:20][CH:19]=[CH:18][CH:17]=2)[C:1]2[CH:6]=[CH:5][CH:4]=[CH:3][CH:2]=2)[C@@H:10]1[OH:11])=[N+:29]=[N-:30]. The yield is 0.620. (8) The reactants are Br[C:2]1[CH:7]=[CH:6][C:5]([CH:8]([N:12]2[CH2:28][CH2:27][C:15]3([O:20][CH2:19][C:18](=[O:21])[N:17]([C:22]4([CH2:25][OH:26])[CH2:24][CH2:23]4)[CH2:16]3)[CH2:14][CH2:13]2)[C:9]([NH2:11])=[O:10])=[C:4]([F:29])[CH:3]=1.CC1(C)C(C)(C)OB([C:38]2[CH:47]=[C:46]3[C:41]([CH:42]=[CH:43][CH:44]=[N:45]3)=[CH:40][CH:39]=2)O1.C(=O)([O-])[O-].[K+].[K+]. The catalyst is O1CCOCC1.C1C=CC(P(C2C=CC=CC=2)[C-]2C=CC=C2)=CC=1.C1C=CC(P(C2C=CC=CC=2)[C-]2C=CC=C2)=CC=1.Cl[Pd]Cl.[Fe+2].C(Cl)Cl. The product is [F:29][C:4]1[CH:3]=[C:2]([C:38]2[CH:47]=[C:46]3[C:41]([CH:42]=[CH:43][CH:44]=[N:45]3)=[CH:40][CH:39]=2)[CH:7]=[CH:6][C:5]=1[CH:8]([N:12]1[CH2:28][CH2:27][C:15]2([O:20][CH2:19][C:18](=[O:21])[N:17]([C:22]3([CH2:25][OH:26])[CH2:24][CH2:23]3)[CH2:16]2)[CH2:14][CH2:13]1)[C:9]([NH2:11])=[O:10]. The yield is 0.160. (9) The reactants are [NH2:1][C:2]1[CH:3]=[C:4]([CH:21]=[CH:22][CH:23]=1)[O:5][C:6]1[CH:7]=[CH:8][C:9]2[N:10]([CH:12]=[C:13]([NH:15][C:16]([CH:18]3[CH2:20][CH2:19]3)=[O:17])[N:14]=2)[N:11]=1.[F:24][C:25]([F:36])([F:35])[C:26]1[CH:34]=[CH:33][CH:32]=[CH:31][C:27]=1[C:28](O)=[O:29].C(Cl)(=O)C(Cl)=O.O1CCCC1. The catalyst is CN(C)C=O.CN1CCCC1=O. The product is [CH:18]1([C:16]([NH:15][C:13]2[N:14]=[C:9]3[CH:8]=[CH:7][C:6]([O:5][C:4]4[CH:3]=[C:2]([NH:1][C:28](=[O:29])[C:27]5[CH:31]=[CH:32][CH:33]=[CH:34][C:26]=5[C:25]([F:24])([F:35])[F:36])[CH:23]=[CH:22][CH:21]=4)=[N:11][N:10]3[CH:12]=2)=[O:17])[CH2:20][CH2:19]1. The yield is 0.750.